Dataset: NCI-60 drug combinations with 297,098 pairs across 59 cell lines. Task: Regression. Given two drug SMILES strings and cell line genomic features, predict the synergy score measuring deviation from expected non-interaction effect. (1) Synergy scores: CSS=17.9, Synergy_ZIP=-6.42, Synergy_Bliss=-1.33, Synergy_Loewe=-49.7, Synergy_HSA=-1.11. Drug 2: C1CNP(=O)(OC1)N(CCCl)CCCl. Cell line: MCF7. Drug 1: C1C(C(OC1N2C=C(C(=O)NC2=O)F)CO)O. (2) Cell line: ACHN. Drug 2: C1CN(CCN1C(=O)CCBr)C(=O)CCBr. Drug 1: C1CCC(CC1)NC(=O)N(CCCl)N=O. Synergy scores: CSS=42.7, Synergy_ZIP=3.07, Synergy_Bliss=4.68, Synergy_Loewe=-4.40, Synergy_HSA=3.12.